This data is from Catalyst prediction with 721,799 reactions and 888 catalyst types from USPTO. The task is: Predict which catalyst facilitates the given reaction. (1) Reactant: [Cl:1][C:2]1[CH:7]=[C:6]([C:8]([F:11])([F:10])[F:9])[CH:5]=[C:4]([N+:12]([O-])=O)[C:3]=1[OH:15].[H][H]. Product: [NH2:12][C:4]1[CH:5]=[C:6]([C:8]([F:9])([F:10])[F:11])[CH:7]=[C:2]([Cl:1])[C:3]=1[OH:15]. The catalyst class is: 153. (2) Reactant: [C:1]1([NH2:8])[C:2]([NH2:7])=[CH:3][CH:4]=[CH:5][CH:6]=1.CO[C:11](=N)[C:12]([Cl:15])([Cl:14])[Cl:13].C1(C)C=CC=CC=1. Product: [Cl:13][C:12]([Cl:15])([Cl:14])[C:11]1[NH:8][C:1]2[CH:6]=[CH:5][CH:4]=[CH:3][C:2]=2[N:7]=1. The catalyst class is: 15. (3) Reactant: Br[C:2]1[C:7](=[O:8])[N:6]([CH2:9][C:10]2[CH:15]=[CH:14][C:13]([C:16]3[C:17]([C:22]#[N:23])=[CH:18][CH:19]=[CH:20][CH:21]=3)=[CH:12][CH:11]=2)[C:5]([S:24][CH2:25][CH3:26])=[N:4][C:3]=1[CH3:27].[C:28]1(B(O)O)[CH:33]=[CH:32][CH:31]=[CH:30][CH:29]=1.C(=O)([O-])[O-].[Cs+].[Cs+]. Product: [CH2:25]([S:24][C:5]1[N:6]([CH2:9][C:10]2[CH:15]=[CH:14][C:13]([C:16]3[C:17]([C:22]#[N:23])=[CH:18][CH:19]=[CH:20][CH:21]=3)=[CH:12][CH:11]=2)[C:7](=[O:8])[C:2]([C:28]2[CH:33]=[CH:32][CH:31]=[CH:30][CH:29]=2)=[C:3]([CH3:27])[N:4]=1)[CH3:26]. The catalyst class is: 660. (4) Reactant: [NH2:1][C:2]1[CH:3]=[C:4]2[C:9](=[CH:10][CH:11]=1)[N:8]=[CH:7][C:6]([C:12]#[N:13])=[C:5]2[NH:14][C:15]1[CH:20]=[CH:19][C:18]([F:21])=[C:17]([Cl:22])[CH:16]=1.[CH3:23][C:24]1[N:25]=[CH:26][NH:27][C:28]=1[CH:29]=O.[BH3-]C#N.[Na+]. Product: [Cl:22][C:17]1[CH:16]=[C:15]([NH:14][C:5]2[C:4]3[C:9](=[CH:10][CH:11]=[C:2]([NH:1][CH2:23][C:24]4[NH:25][CH:26]=[N:27][C:28]=4[CH3:29])[CH:3]=3)[N:8]=[CH:7][C:6]=2[C:12]#[N:13])[CH:20]=[CH:19][C:18]=1[F:21]. The catalyst class is: 14. (5) Reactant: C(Cl)CCl.[NH:5]([C:10]([O:12][C:13]([CH3:16])([CH3:15])[CH3:14])=[O:11])[CH2:6][C:7]([OH:9])=O.[CH2:17]([NH:21][CH2:22][C:23]([O:25][CH3:26])=[O:24])[CH:18]([CH3:20])[CH3:19].C1C=CC2N(O)N=NC=2C=1.CCN(C(C)C)C(C)C. Product: [C:13]([O:12][C:10]([NH:5][CH2:6][C:7]([N:21]([CH2:22][C:23]([O:25][CH3:26])=[O:24])[CH2:17][CH:18]([CH3:20])[CH3:19])=[O:9])=[O:11])([CH3:16])([CH3:15])[CH3:14]. The catalyst class is: 39. (6) Reactant: [H-].[Na+].[CH:3](Br)([CH3:5])[CH3:4].[NH:7]1[C:11]2[CH:12]=[CH:13][CH:14]=[CH:15][C:10]=2[N:9]=[C:8]1[NH:16][C:17]1[C:22]([Cl:23])=[CH:21][CH:20]=[CH:19][C:18]=1[Cl:24]. Product: [NH:7]1[C:11]2[CH:12]=[CH:13][CH:14]=[CH:15][C:10]=2[N:9]=[C:8]1[N:16]([C:17]1[C:22]([Cl:23])=[CH:21][CH:20]=[CH:19][C:18]=1[Cl:24])[CH:3]([CH3:5])[CH3:4]. The catalyst class is: 9. (7) Reactant: [Br:1][C:2]1[CH:3]=[CH:4][C:5]2[NH:9][C:8](=[O:10])[N:7]([CH3:11])[C:6]=2[CH:12]=1.[H-].[Na+].I[CH2:16][C:17]([CH3:20])([CH3:19])[CH3:18]. Product: [Br:1][C:2]1[CH:3]=[CH:4][C:5]2[N:9]([CH2:16][C:17]([CH3:20])([CH3:19])[CH3:18])[C:8](=[O:10])[N:7]([CH3:11])[C:6]=2[CH:12]=1. The catalyst class is: 3. (8) Reactant: Cl[C:2]1[C:11]2=[N:12][N:13](CC3C=CC(OC)=CC=3)[CH:14]=[C:10]2[C:9]2[CH:8]=[C:7]([O:24][CH3:25])[CH:6]=[CH:5][C:4]=2[N:3]=1.[N:26]1([C:32]2[CH:38]=[CH:37][C:35]([NH2:36])=[CH:34][CH:33]=2)[CH2:31][CH2:30][CH2:29][CH2:28][CH2:27]1.Cl. Product: [CH3:25][O:24][C:7]1[CH:6]=[CH:5][C:4]2[N:3]=[C:2]([NH:36][C:35]3[CH:34]=[CH:33][C:32]([N:26]4[CH2:31][CH2:30][CH2:29][CH2:28][CH2:27]4)=[CH:38][CH:37]=3)[C:11]3=[N:12][NH:13][CH:14]=[C:10]3[C:9]=2[CH:8]=1. The catalyst class is: 71. (9) Reactant: [Cl:1][C:2]1[CH:7]=[CH:6][N:5]=[CH:4][C:3]=1[NH2:8].[NH2:9][C:10]1[C:11]([C:25](O)=[O:26])=[N:12][C:13]([C:17]2[C:22]([F:23])=[CH:21][CH:20]=[CH:19][C:18]=2[F:24])=[C:14]([F:16])[CH:15]=1.C1C=NC2N(O)N=NC=2C=1.CCN=C=NCCCN(C)C.Cl. Product: [NH2:9][C:10]1[C:11]([C:25]([NH:8][C:3]2[CH:4]=[N:5][CH:6]=[CH:7][C:2]=2[Cl:1])=[O:26])=[N:12][C:13]([C:17]2[C:18]([F:24])=[CH:19][CH:20]=[CH:21][C:22]=2[F:23])=[C:14]([F:16])[CH:15]=1. The catalyst class is: 37.